The task is: Predict which catalyst facilitates the given reaction.. This data is from Catalyst prediction with 721,799 reactions and 888 catalyst types from USPTO. (1) Reactant: [Si:1]([O:18][CH:19]1[CH2:24][CH2:23][CH:22]([C:25]([O:27]CC)=[O:26])[CH2:21][CH2:20]1)([C:14]([CH3:17])([CH3:16])[CH3:15])([C:8]1[CH:13]=[CH:12][CH:11]=[CH:10][CH:9]=1)[C:2]1[CH:7]=[CH:6][CH:5]=[CH:4][CH:3]=1.[OH-].[Na+].Cl. Product: [Si:1]([O:18][CH:19]1[CH2:20][CH2:21][CH:22]([C:25]([OH:27])=[O:26])[CH2:23][CH2:24]1)([C:14]([CH3:17])([CH3:15])[CH3:16])([C:8]1[CH:13]=[CH:12][CH:11]=[CH:10][CH:9]=1)[C:2]1[CH:3]=[CH:4][CH:5]=[CH:6][CH:7]=1. The catalyst class is: 111. (2) Reactant: [S:1]1[C:5]2[CH:6]=[CH:7][C:8]([NH:10][C:11]3[CH:16]=[N:15][CH:14]=[C:13](Cl)[N:12]=3)=[CH:9][C:4]=2[N:3]=[CH:2]1.[N:18]1[CH:23]=[CH:22][C:21](B(O)O)=[CH:20][CH:19]=1.C(=O)([O-])[O-].[Na+].[Na+]. Product: [N:18]1[CH:23]=[CH:22][C:21]([C:13]2[N:12]=[C:11]([NH:10][C:8]3[CH:7]=[CH:6][C:5]4[S:1][CH:2]=[N:3][C:4]=4[CH:9]=3)[CH:16]=[N:15][CH:14]=2)=[CH:20][CH:19]=1. The catalyst class is: 108. (3) Reactant: [NH2:1][C:2]1[S:6][N:5]=[CH:4][N:3]=1.[OH-].[Na+].O.[F:10][C:11]1[CH:12]=[C:13]([S:19](Cl)(=[O:21])=[O:20])[CH:14]=[C:15]([Br:18])[C:16]=1[F:17]. Product: [Br:18][C:15]1[CH:14]=[C:13]([S:19]([NH:1][C:2]2[S:6][N:5]=[CH:4][N:3]=2)(=[O:20])=[O:21])[CH:12]=[C:11]([F:10])[C:16]=1[F:17]. The catalyst class is: 12. (4) Reactant: [NH:1]1[C:9]2[C:4](=[CH:5][CH:6]=[CH:7][CH:8]=2)[CH:3]=[CH:2]1.[OH-].[K+].Cl.O.[NH:14]1[CH2:19][CH2:18][C:17](=O)[CH2:16][CH2:15]1. Product: [NH:14]1[CH2:15][CH:16]=[C:17]([C:3]2[C:4]3[C:9](=[CH:8][CH:7]=[CH:6][CH:5]=3)[NH:1][CH:2]=2)[CH2:18][CH2:19]1. The catalyst class is: 5. (5) Reactant: [CH3:1][S:2][C:3]1[C:4]2[S:11][CH:10]=[C:9]([C:12]#[C:13][Si](C)(C)C)[C:5]=2[N:6]=[CH:7][N:8]=1.[F-].C([N+](CCCC)(CCCC)CCCC)CCC. Product: [C:12]([C:9]1[C:5]2[N:6]=[CH:7][N:8]=[C:3]([S:2][CH3:1])[C:4]=2[S:11][CH:10]=1)#[CH:13]. The catalyst class is: 1. (6) Reactant: [C:1]([C:3]1[CH:4]=[C:5]([CH:9]=[CH:10][C:11]=1[O:12][CH2:13][CH:14]([CH3:16])[CH3:15])[C:6](=[S:8])[NH2:7])#[N:2].[CH2:17]([O:19][C:20](=[O:26])[CH:21](Cl)[C:22]([CH3:24])=O)[CH3:18]. Product: [C:1]([C:3]1[CH:4]=[C:5]([C:6]2[S:8][C:21]([C:20]([O:19][CH2:17][CH3:18])=[O:26])=[C:22]([CH3:24])[N:7]=2)[CH:9]=[CH:10][C:11]=1[O:12][CH2:13][CH:14]([CH3:16])[CH3:15])#[N:2]. The catalyst class is: 5. (7) Reactant: [Cl:1][C:2]1[S:3][C:4]([Cl:22])=[CH:5][C:6]=1[S:7]([NH:10][C:11]1[N:16]=[CH:15][C:14]([C:17]([O:19]C)=[O:18])=[CH:13][C:12]=1[OH:21])(=[O:9])=[O:8].[OH-].[Na+]. Product: [Cl:1][C:2]1[S:3][C:4]([Cl:22])=[CH:5][C:6]=1[S:7]([NH:10][C:11]1[N:16]=[CH:15][C:14]([C:17]([OH:19])=[O:18])=[CH:13][C:12]=1[OH:21])(=[O:8])=[O:9]. The catalyst class is: 5. (8) Reactant: C([SiH](CC)CC)C.FC(F)(F)C(O)=O.O[CH:16]1[C:29]2[CH:28]=[CH:27][N:26]=[C:25]([C:30]3[CH:35]=[C:34]([N:36]4[CH2:41][CH2:40][O:39][CH2:38][CH2:37]4)[CH:33]=[C:32]([O:42]CC4C=CC(OC)=CC=4)[N:31]=3)[C:24]=2[O:23][C:22]2[C:17]1=[CH:18][C:19]([NH:52][C:53](=[O:59])[O:54][C:55]([CH3:58])([CH3:57])[CH3:56])=[CH:20][CH:21]=2.C(=O)([O-])O.[Na+]. Product: [O:39]1[CH2:38][CH2:37][N:36]([C:34]2[CH:35]=[C:30]([C:25]3[C:24]4[O:23][C:22]5[C:17]([CH2:16][C:29]=4[CH:28]=[CH:27][N:26]=3)=[CH:18][C:19]([NH:52][C:53](=[O:59])[O:54][C:55]([CH3:57])([CH3:56])[CH3:58])=[CH:20][CH:21]=5)[NH:31][C:32](=[O:42])[CH:33]=2)[CH2:41][CH2:40]1. The catalyst class is: 4.